Dataset: Peptide-MHC class II binding affinity with 134,281 pairs from IEDB. Task: Regression. Given a peptide amino acid sequence and an MHC pseudo amino acid sequence, predict their binding affinity value. This is MHC class II binding data. (1) The peptide sequence is LSILAILKGLYNFAT. The MHC is DRB1_0405 with pseudo-sequence DRB1_0405. The binding affinity (normalized) is 0.617. (2) The peptide sequence is PFAATANPWASQRF. The MHC is DRB1_0405 with pseudo-sequence DRB1_0405. The binding affinity (normalized) is 0.591. (3) The peptide sequence is DRPFQLFEFYAREPDV. The MHC is DRB1_0802 with pseudo-sequence DRB1_0802. The binding affinity (normalized) is 0.236. (4) The peptide sequence is APEDKYEAFVLHFSE. The MHC is HLA-DPA10201-DPB10101 with pseudo-sequence HLA-DPA10201-DPB10101. The binding affinity (normalized) is 0.326. (5) The MHC is DRB1_0101 with pseudo-sequence DRB1_0101. The peptide sequence is MVDISDSCQDAIESL. The binding affinity (normalized) is 0.453.